This data is from NCI-60 drug combinations with 297,098 pairs across 59 cell lines. The task is: Regression. Given two drug SMILES strings and cell line genomic features, predict the synergy score measuring deviation from expected non-interaction effect. (1) Drug 1: CC1=C(C=C(C=C1)NC2=NC=CC(=N2)N(C)C3=CC4=NN(C(=C4C=C3)C)C)S(=O)(=O)N.Cl. Drug 2: CC1=CC2C(CCC3(C2CCC3(C(=O)C)OC(=O)C)C)C4(C1=CC(=O)CC4)C. Cell line: A498. Synergy scores: CSS=10.8, Synergy_ZIP=-0.682, Synergy_Bliss=4.96, Synergy_Loewe=1.27, Synergy_HSA=1.64. (2) Drug 1: CC1C(C(=O)NC(C(=O)N2CCCC2C(=O)N(CC(=O)N(C(C(=O)O1)C(C)C)C)C)C(C)C)NC(=O)C3=C4C(=C(C=C3)C)OC5=C(C(=O)C(=C(C5=N4)C(=O)NC6C(OC(=O)C(N(C(=O)CN(C(=O)C7CCCN7C(=O)C(NC6=O)C(C)C)C)C)C(C)C)C)N)C. Drug 2: C1=NNC2=C1C(=O)NC=N2. Cell line: SK-OV-3. Synergy scores: CSS=5.23, Synergy_ZIP=-5.32, Synergy_Bliss=-3.10, Synergy_Loewe=-20.1, Synergy_HSA=-3.60. (3) Drug 2: CS(=O)(=O)CCNCC1=CC=C(O1)C2=CC3=C(C=C2)N=CN=C3NC4=CC(=C(C=C4)OCC5=CC(=CC=C5)F)Cl. Synergy scores: CSS=50.0, Synergy_ZIP=6.74, Synergy_Bliss=11.0, Synergy_Loewe=13.4, Synergy_HSA=15.1. Cell line: UACC62. Drug 1: C1CC2CC3=C(CC1C24CN(S(=O)(=O)N4)CC(F)(F)F)C=CC(=C3)C=CCN5CCC(CC5)C(F)(F)F. (4) Drug 1: CC(CN1CC(=O)NC(=O)C1)N2CC(=O)NC(=O)C2. Drug 2: C1CC(=O)NC(=O)C1N2C(=O)C3=CC=CC=C3C2=O. Cell line: HCC-2998. Synergy scores: CSS=18.5, Synergy_ZIP=-2.26, Synergy_Bliss=4.66, Synergy_Loewe=3.61, Synergy_HSA=3.35. (5) Drug 1: C1C(C(OC1N2C=C(C(=O)NC2=O)F)CO)O. Drug 2: C1=NNC2=C1C(=O)NC=N2. Cell line: PC-3. Synergy scores: CSS=11.5, Synergy_ZIP=-4.96, Synergy_Bliss=-2.63, Synergy_Loewe=-54.8, Synergy_HSA=-3.13. (6) Drug 1: C1CCN(CC1)CCOC2=CC=C(C=C2)C(=O)C3=C(SC4=C3C=CC(=C4)O)C5=CC=C(C=C5)O. Drug 2: C1CC(=O)NC(=O)C1N2C(=O)C3=CC=CC=C3C2=O. Cell line: COLO 205. Synergy scores: CSS=-5.25, Synergy_ZIP=8.73, Synergy_Bliss=10.4, Synergy_Loewe=0.781, Synergy_HSA=-1.85. (7) Drug 1: CCC1=CC2CC(C3=C(CN(C2)C1)C4=CC=CC=C4N3)(C5=C(C=C6C(=C5)C78CCN9C7C(C=CC9)(C(C(C8N6C)(C(=O)OC)O)OC(=O)C)CC)OC)C(=O)OC.C(C(C(=O)O)O)(C(=O)O)O. Drug 2: CC1C(C(CC(O1)OC2CC(OC(C2O)C)OC3=CC4=CC5=C(C(=O)C(C(C5)C(C(=O)C(C(C)O)O)OC)OC6CC(C(C(O6)C)O)OC7CC(C(C(O7)C)O)OC8CC(C(C(O8)C)O)(C)O)C(=C4C(=C3C)O)O)O)O. Cell line: HOP-92. Synergy scores: CSS=32.2, Synergy_ZIP=-5.48, Synergy_Bliss=-1.33, Synergy_Loewe=-1.70, Synergy_HSA=0.0652.